From a dataset of Blood-brain barrier permeability classification from the B3DB database. Regression/Classification. Given a drug SMILES string, predict its absorption, distribution, metabolism, or excretion properties. Task type varies by dataset: regression for continuous measurements (e.g., permeability, clearance, half-life) or binary classification for categorical outcomes (e.g., BBB penetration, CYP inhibition). Dataset: b3db_classification. The result is 0 (does not penetrate BBB). The compound is COC(=O)c1ccc(COc2ccc3c(c2)O/C(=C\c2cccc(OC)c2OC)C3=O)o1.